This data is from Forward reaction prediction with 1.9M reactions from USPTO patents (1976-2016). The task is: Predict the product of the given reaction. (1) Given the reactants FC(F)(F)C(O)=O.[CH2:8]([N:15]1[CH2:19][CH:18]([C:20]2[S:21][C:22]([Br:26])=[C:23]([Br:25])[CH:24]=2)[CH:17]([C:27]([OH:29])=O)[CH2:16]1)[C:9]1[CH:14]=[CH:13][CH:12]=[CH:11][CH:10]=1.C(Cl)(=O)C([Cl:33])=O, predict the reaction product. The product is: [ClH:33].[CH2:8]([N:15]1[CH2:19][CH:18]([C:20]2[S:21][C:22]([Br:26])=[C:23]([Br:25])[CH:24]=2)[CH:17]([C:27]([Cl:33])=[O:29])[CH2:16]1)[C:9]1[CH:14]=[CH:13][CH:12]=[CH:11][CH:10]=1. (2) The product is: [CH3:26][N:23]1[CH2:22][CH2:21][N:20]([C:18]([C:15]2[CH:14]=[CH:13][C:12]([C:9]3[CH:10]=[CH:11][C:6]4[N:7]([C:3]([C:1]#[C:2][C:28]5[CH:29]=[C:30]([CH3:34])[CH:31]=[CH:32][CH:33]=5)=[CH:4][N:5]=4)[N:8]=3)=[CH:17][CH:16]=2)=[O:19])[CH2:25][CH2:24]1. Given the reactants [C:1]([C:3]1[N:7]2[N:8]=[C:9]([C:12]3[CH:17]=[CH:16][C:15]([C:18]([N:20]4[CH2:25][CH2:24][N:23]([CH3:26])[CH2:22][CH2:21]4)=[O:19])=[CH:14][CH:13]=3)[CH:10]=[CH:11][C:6]2=[N:5][CH:4]=1)#[CH:2].I[C:28]1[CH:33]=[CH:32][CH:31]=[C:30]([CH3:34])[CH:29]=1, predict the reaction product. (3) Given the reactants CS(O[CH2:6][CH:7]([NH:9][C:10]([O:12][CH2:13][C:14]1[CH:19]=[CH:18][CH:17]=[CH:16][CH:15]=1)=[O:11])[CH3:8])(=O)=O.C(O)(=O)C[SH:22].[O-:25][CH2:26][CH3:27].[Na+], predict the reaction product. The product is: [CH2:13]([O:12][C:10]([NH:9][CH:7]([CH3:8])[CH2:6][CH2:27][C:26]([OH:25])=[S:22])=[O:11])[C:14]1[CH:15]=[CH:16][CH:17]=[CH:18][CH:19]=1. (4) Given the reactants [O:1]1[C:5]2[CH:6]=[CH:7][CH:8]=[CH:9][C:4]=2[N:3]=[C:2]1[N:10]1[CH2:16][C:15]2[CH:17]=[C:18]([CH:21]=O)[CH:19]=[CH:20][C:14]=2[O:13][CH2:12][CH2:11]1.[S:23]1[CH2:27][C:26](=[O:28])[NH:25][C:24]1=[O:29].C([O-])(=O)C.[NH2+]1CCCCC1, predict the reaction product. The product is: [O:1]1[C:5]2[CH:6]=[CH:7][CH:8]=[CH:9][C:4]=2[N:3]=[C:2]1[N:10]1[CH2:16][C:15]2[CH:17]=[C:18]([CH:21]=[C:27]3[S:23][C:24](=[O:29])[NH:25][C:26]3=[O:28])[CH:19]=[CH:20][C:14]=2[O:13][CH2:12][CH2:11]1. (5) Given the reactants Cl.[C:2](/[C:4](/[C:19]([NH:21][C:22]1[CH:27]=[CH:26][C:25]([CH3:28])=[CH:24][CH:23]=1)=[O:20])=[C:5](/[NH:8][C:9](=O)[C:10]1[CH:15]=[CH:14][C:13]([S:16][CH3:17])=[CH:12][CH:11]=1)\[S:6][CH3:7])#[N:3].C([OH:31])C, predict the reaction product. The product is: [OH:31][C:2]1[C:4]([C:19]([NH:21][C:22]2[CH:27]=[CH:26][C:25]([CH3:28])=[CH:24][CH:23]=2)=[O:20])=[C:5]([S:6][CH3:7])[N:8]=[C:9]([C:10]2[CH:15]=[CH:14][C:13]([S:16][CH3:17])=[CH:12][CH:11]=2)[N:3]=1. (6) Given the reactants [Cl:1][C:2]1[C:3]([CH2:15][CH2:16][C:17]2[CH:22]=[CH:21][CH:20]=[CH:19][C:18]=2[CH:23]([CH3:27])[C:24]([NH2:26])=[O:25])=[N:4][C:5]([NH:8][C:9]2[CH:10]=N[N:12]([CH3:14])[CH:13]=2)=[N:6][CH:7]=1.N[C:29]1C=NC=CC=1.CC1(C)C2C(=C(P(C3C=CC=CC=3)C3C=CC=CC=3)C=CC=2)OC2C(P(C3C=CC=CC=3)C3C=CC=CC=3)=CC=CC1=2.C([O-])([O-])=O.[Cs+].[Cs+], predict the reaction product. The product is: [Cl:1][C:2]1[C:3]([CH2:15][CH2:16][C:17]2[CH:22]=[CH:21][CH:20]=[CH:19][C:18]=2[CH:23]([CH3:27])[C:24]([NH2:26])=[O:25])=[N:4][C:5]([NH:8][C:9]2[CH:13]=[N:12][CH:14]=[CH:29][CH:10]=2)=[N:6][CH:7]=1. (7) The product is: [CH2:3]([O:5][C:6]([C:8]1[N:9]([CH2:23][C:24]#[N:25])[C:10]2[C:15]([CH:16]=1)=[CH:14][C:13]([O:17][C:18]([F:21])([F:19])[F:20])=[CH:12][CH:11]=2)=[O:7])[CH3:4]. Given the reactants [H-].[Na+].[CH2:3]([O:5][C:6]([C:8]1[NH:9][C:10]2[C:15]([CH:16]=1)=[CH:14][C:13]([O:17][C:18]([F:21])([F:20])[F:19])=[CH:12][CH:11]=2)=[O:7])[CH3:4].Cl[CH2:23][C:24]#[N:25].O, predict the reaction product. (8) Given the reactants [N:1]([CH2:4][CH:5]1[CH2:10][CH2:9][O:8][CH2:7][CH2:6]1)=[C:2]=[O:3].[Cl:11][C:12]1[CH:17]=[CH:16][C:15]([C:18]2[C:19]([NH2:27])=[N:20][N:21]3[CH:26]=[CH:25][CH:24]=[N:23][C:22]=23)=[CH:14][CH:13]=1, predict the reaction product. The product is: [Cl:11][C:12]1[CH:17]=[CH:16][C:15]([C:18]2[C:19]([NH:27][C:2]([NH:1][CH2:4][CH:5]3[CH2:10][CH2:9][O:8][CH2:7][CH2:6]3)=[O:3])=[N:20][N:21]3[CH:26]=[CH:25][CH:24]=[N:23][C:22]=23)=[CH:14][CH:13]=1. (9) Given the reactants Cl[C:2]1[N:3]=[N:4][C:5]([O:8][CH2:9][C:10]2[C:11]([C:16]3[CH:21]=[CH:20][CH:19]=[CH:18][CH:17]=3)=[N:12][O:13][C:14]=2[CH3:15])=[CH:6][CH:7]=1.[CH3:22][O-:23].[Na+], predict the reaction product. The product is: [CH3:22][O:23][C:2]1[N:3]=[N:4][C:5]([O:8][CH2:9][C:10]2[C:11]([C:16]3[CH:21]=[CH:20][CH:19]=[CH:18][CH:17]=3)=[N:12][O:13][C:14]=2[CH3:15])=[CH:6][CH:7]=1. (10) Given the reactants [Br:1][C:2]1[CH:7]=[CH:6][C:5]([S:8](Cl)(=[O:10])=[O:9])=[CH:4][CH:3]=1.N1C=CC=CC=1.[CH2:18]([NH2:22])[CH:19]([CH3:21])[CH3:20].Cl, predict the reaction product. The product is: [Br:1][C:2]1[CH:7]=[CH:6][C:5]([S:8]([NH:22][CH2:18][CH:19]([CH3:21])[CH3:20])(=[O:10])=[O:9])=[CH:4][CH:3]=1.